Dataset: Reaction yield outcomes from USPTO patents with 853,638 reactions. Task: Predict the reaction yield, written as a fraction of the theoretical maximum amount of product (1.0 means a 100% yield; for example, 0.34 means a 34% yield). (1) The reactants are [Br:1][C:2]1[CH:11]=[CH:10][C:5]([C:6]([O:8]C)=O)=[CH:4][C:3]=1[CH3:12].[Cl-].[Na+].[CH2:15]([Mg]Br)[CH3:16].Cl.O1CC[CH2:22][CH2:21]1. The catalyst is C(OCC)C. The product is [Br:1][C:2]1[CH:11]=[CH:10][C:5]([C:6]([OH:8])([CH2:15][CH3:16])[CH2:21][CH3:22])=[CH:4][C:3]=1[CH3:12]. The yield is 0.670. (2) The reactants are [NH2:1][C:2]1[CH:3]=[CH:4][C:5]([F:26])=[C:6]([C:8]23[CH2:16][NH:15][CH2:14][CH:13]2[CH2:12][S:11][C:10]([NH:17][C:18](=[O:25])[C:19]2[CH:24]=[CH:23][CH:22]=[CH:21][CH:20]=2)=[N:9]3)[CH:7]=1.[F:27][C:28]1[CH:29]=[N:30][C:31](Cl)=[N:32][CH:33]=1.C(N(C(C)C)CC)(C)C. The catalyst is O1CCOCC1.O. The product is [NH2:1][C:2]1[CH:3]=[CH:4][C:5]([F:26])=[C:6]([C:8]23[CH2:16][N:15]([C:31]4[N:32]=[CH:33][C:28]([F:27])=[CH:29][N:30]=4)[CH2:14][CH:13]2[CH2:12][S:11][C:10]([NH:17][C:18](=[O:25])[C:19]2[CH:24]=[CH:23][CH:22]=[CH:21][CH:20]=2)=[N:9]3)[CH:7]=1. The yield is 0.660. (3) The reactants are Br[C:2]1[N:3]=[C:4]([C:20]2[CH:25]=[CH:24][N:23]=[C:22]([NH:26][C:27](=[O:29])[CH3:28])[CH:21]=2)[S:5][C:6]=1[C:7]1[N:11]=[CH:10][N:9](COCC[Si](C)(C)C)[N:8]=1.[CH3:30][C:31]1[CH:36]=[CH:35][CH:34]=[C:33]([CH3:37])[C:32]=1B(O)O.C(=O)([O-])[O-].[Na+].[Na+].O.C(O)(C(F)(F)F)=O. The catalyst is O1CCOCC1.C(Cl)Cl.C1C=CC(/C=C/C(/C=C/C2C=CC=CC=2)=O)=CC=1.C1C=CC(/C=C/C(/C=C/C2C=CC=CC=2)=O)=CC=1.C1C=CC(/C=C/C(/C=C/C2C=CC=CC=2)=O)=CC=1.[Pd].[Pd].C1C=CC([P]([Pd]([P](C2C=CC=CC=2)(C2C=CC=CC=2)C2C=CC=CC=2)([P](C2C=CC=CC=2)(C2C=CC=CC=2)C2C=CC=CC=2)[P](C2C=CC=CC=2)(C2C=CC=CC=2)C2C=CC=CC=2)(C2C=CC=CC=2)C2C=CC=CC=2)=CC=1. The product is [CH3:30][C:31]1[CH:36]=[CH:35][CH:34]=[C:33]([CH3:37])[C:32]=1[C:2]1[N:3]=[C:4]([C:20]2[CH:25]=[CH:24][N:23]=[C:22]([NH:26][C:27](=[O:29])[CH3:28])[CH:21]=2)[S:5][C:6]=1[C:7]1[NH:11][CH:10]=[N:9][N:8]=1. The yield is 0.0750. (4) The reactants are Br[C:2]1[N:3]=[C:4]([C:20]2[C:21]([CH3:29])=[N:22][N:23]3[CH:28]=[CH:27][CH:26]=[CH:25][C:24]=23)[S:5][C:6]=1[C:7]1[N:11]=[CH:10][N:9]([CH2:12][O:13][CH2:14][CH2:15][Si:16]([CH3:19])([CH3:18])[CH3:17])[N:8]=1.[Cl:30][C:31]1[CH:38]=[CH:37][C:34]([NH:35][CH3:36])=[CH:33][CH:32]=1.CC(C)([O-])C.[Na+].C1(C)C=CC=CC=1. The catalyst is C1C=CC(/C=C/C(/C=C/C2C=CC=CC=2)=O)=CC=1.C1C=CC(/C=C/C(/C=C/C2C=CC=CC=2)=O)=CC=1.C1C=CC(/C=C/C(/C=C/C2C=CC=CC=2)=O)=CC=1.[Pd].[Pd].CCOC(C)=O.CCCCCC. The product is [Cl:30][C:31]1[CH:38]=[CH:37][C:34]([N:35]([CH3:36])[C:2]2[N:3]=[C:4]([C:20]3[C:21]([CH3:29])=[N:22][N:23]4[CH:28]=[CH:27][CH:26]=[CH:25][C:24]=34)[S:5][C:6]=2[C:7]2[N:11]=[CH:10][N:9]([CH2:12][O:13][CH2:14][CH2:15][Si:16]([CH3:17])([CH3:18])[CH3:19])[N:8]=2)=[CH:33][CH:32]=1. The yield is 0.750. (5) The reactants are Br[C:2]1[CH:3]=[CH:4][C:5]2[O:9][N:8]=[C:7]([C:10]3[CH:15]=[CH:14][CH:13]=[CH:12][CH:11]=3)[C:6]=2[CH:16]=1.[F:17][C:18]1[CH:23]=[CH:22][C:21]([C:24]2[O:25][C:26]3[CH:36]=[C:35]([N:37]([CH3:42])[S:38]([CH3:41])(=[O:40])=[O:39])[C:34](B4OC(C)(C)C(C)(C)O4)=[CH:33][C:27]=3[C:28]=2[C:29]([NH:31][CH3:32])=[O:30])=[CH:20][CH:19]=1.C(Cl)Cl.CO. The catalyst is O1CCOCC1.O.C1C=CC(P(C2C=CC=CC=2)[C-]2C=CC=C2)=CC=1.C1C=CC(P(C2C=CC=CC=2)[C-]2C=CC=C2)=CC=1.Cl[Pd]Cl.[Fe+2]. The product is [F:17][C:18]1[CH:23]=[CH:22][C:21]([C:24]2[O:25][C:26]3[CH:36]=[C:35]([N:37]([CH3:42])[S:38]([CH3:41])(=[O:39])=[O:40])[C:34]([C:2]4[CH:3]=[CH:4][C:5]5[O:9][N:8]=[C:7]([C:10]6[CH:15]=[CH:14][CH:13]=[CH:12][CH:11]=6)[C:6]=5[CH:16]=4)=[CH:33][C:27]=3[C:28]=2[C:29]([NH:31][CH3:32])=[O:30])=[CH:20][CH:19]=1. The yield is 0.700. (6) The reactants are [Cl:1][C:2]1[CH:10]=[CH:9][CH:8]=[CH:7][C:3]=1[C:4]([NH2:6])=[O:5].[C:11](Cl)(=[O:15])C(Cl)=O.[Cl-].[NH2:18][CH:19]1[N:23]=[C:22]2[CH:24]=[CH:25][C:26](=[S:28](=[O:30])=[O:29])[CH:27]=[C:21]2[S:20]1.[CH:31]([NH2:34])([CH3:33])[CH3:32]. The catalyst is C1COCC1. The product is [Cl:1][C:2]1[CH:10]=[CH:9][CH:8]=[CH:7][C:3]=1[C:4]([NH:6][C:11](=[O:15])[NH:18][C:19]1[S:20][C:21]2[CH:27]=[C:26]([S:28](=[O:30])(=[O:29])[NH:34][CH:31]([CH3:33])[CH3:32])[CH:25]=[CH:24][C:22]=2[N:23]=1)=[O:5]. The yield is 0.380.